Dataset: Forward reaction prediction with 1.9M reactions from USPTO patents (1976-2016). Task: Predict the product of the given reaction. (1) Given the reactants C([N:3]1[CH2:8][CH2:7][C:6]([CH3:19])([C:9]2[CH:14]=[CH:13][CH:12]=[C:11]([O:15][CH:16]([CH3:18])[CH3:17])[CH:10]=2)[CH2:5][CH2:4]1)C.Cl[C:21]([O:23][C:24]1[CH:29]=[CH:28][CH:27]=[CH:26][CH:25]=1)=[O:22].[OH-].[Na+], predict the reaction product. The product is: [C:24]1([O:23][C:21]([N:3]2[CH2:8][CH2:7][C:6]([CH3:19])([C:9]3[CH:14]=[CH:13][CH:12]=[C:11]([O:15][CH:16]([CH3:17])[CH3:18])[CH:10]=3)[CH2:5][CH2:4]2)=[O:22])[CH:29]=[CH:28][CH:27]=[CH:26][CH:25]=1. (2) Given the reactants [Br:1][C:2]1[CH:8]=[C:7]([CH3:9])[CH:6]=[C:5]([CH3:10])[C:3]=1[NH2:4].[F:11][C:12]1[CH:17]=[CH:16][C:15]([CH2:18][C:19](Cl)=[O:20])=[CH:14][CH:13]=1, predict the reaction product. The product is: [Br:1][C:2]1[CH:8]=[C:7]([CH3:9])[CH:6]=[C:5]([CH3:10])[C:3]=1[NH:4][C:19](=[O:20])[CH2:18][C:15]1[CH:16]=[CH:17][C:12]([F:11])=[CH:13][CH:14]=1.